This data is from Forward reaction prediction with 1.9M reactions from USPTO patents (1976-2016). The task is: Predict the product of the given reaction. (1) The product is: [CH2:14]([O:8][CH2:7][C:6]1[CH:9]=[CH:10][C:3]([C:1]#[CH:2])=[CH:4][CH:5]=1)[CH3:15]. Given the reactants [C:1]([C:3]1[CH:10]=[CH:9][C:6]([CH2:7][OH:8])=[CH:5][CH:4]=1)#[CH:2].[H-].[Na+].I[CH2:14][CH3:15], predict the reaction product. (2) Given the reactants [Cl:1][C:2]1[CH:9]=[CH:8][C:5]([C:6]#[N:7])=[C:4]([C:10]2[C:15]([O:16][CH2:17][C:18]([F:21])([F:20])[F:19])=[CH:14][N:13]=[C:12]([O:22]C)[CH:11]=2)[CH:3]=1.Br.[NH+]1C=CC=CC=1, predict the reaction product. The product is: [Cl:1][C:2]1[CH:9]=[CH:8][C:5]([C:6]#[N:7])=[C:4]([C:10]2[C:15]([O:16][CH2:17][C:18]([F:19])([F:20])[F:21])=[CH:14][NH:13][C:12](=[O:22])[CH:11]=2)[CH:3]=1. (3) Given the reactants [C:1]([C:3]1[C:8]2[N:9]=[CH:10][N:11]([C:12]3[CH:17]=[CH:16][C:15]([NH:18][C:19]([NH:21][C:22]4[CH:27]=[C:26]([C:28]([F:31])([F:30])[F:29])[CH:25]=[C:24]([CH2:32][N:33]5[CH2:38][CH2:37][N:36]([CH3:39])[CH2:35][CH2:34]5)[CH:23]=4)=[O:20])=[CH:14][CH:13]=3)[C:7]=2[CH:6]=[CH:5][N:4]=1)#[N:2].OO.C(=O)([O-])[O-:43].[K+].[K+], predict the reaction product. The product is: [CH3:39][N:36]1[CH2:35][CH2:34][N:33]([CH2:32][C:24]2[CH:23]=[C:22]([NH:21][C:19](=[O:20])[NH:18][C:15]3[CH:16]=[CH:17][C:12]([N:11]4[C:7]5[CH:6]=[CH:5][N:4]=[C:3]([C:1]([NH2:2])=[O:43])[C:8]=5[N:9]=[CH:10]4)=[CH:13][CH:14]=3)[CH:27]=[C:26]([C:28]([F:30])([F:29])[F:31])[CH:25]=2)[CH2:38][CH2:37]1. (4) Given the reactants [C:1](=[S:3])=[S:2].C[O-].[Na+].Cl[C:8]1[CH:14]=[C:13]([Cl:15])[C:12]([Cl:16])=[CH:11][C:9]=1[NH2:10].Cl, predict the reaction product. The product is: [Cl:16][C:12]1[C:13]([Cl:15])=[CH:14][C:8]2[S:2][C:1]([SH:3])=[N:10][C:9]=2[CH:11]=1. (5) Given the reactants [N+:1]([C:4]1[CH:5]=[C:6]([C:14]2[CH2:15][CH2:16][NH:17][CH2:18][CH:19]=2)[CH:7]=[C:8]([C:10]([F:13])([F:12])[F:11])[CH:9]=1)([O-:3])=[O:2].C(O[C:23]1(O[Si](C)(C)C)[CH2:25][CH2:24]1)C.C([BH3-])#N.[Na+].C(O)(=O)C, predict the reaction product. The product is: [CH:23]1([N:17]2[CH2:16][CH:15]=[C:14]([C:6]3[CH:7]=[C:8]([C:10]([F:11])([F:12])[F:13])[CH:9]=[C:4]([N+:1]([O-:3])=[O:2])[CH:5]=3)[CH2:19][CH2:18]2)[CH2:25][CH2:24]1. (6) Given the reactants C([NH:4][C:5]1[CH:10]=[CH:9][C:8]([OH:11])=[CH:7][CH:6]=1)(=O)C.[OH-].[K+].CN(C)C=O.[ClH:19].[Cl:20][CH2:21][C:22]1[CH:27]=[CH:26][N:25]=[CH:24][CH:23]=1, predict the reaction product. The product is: [ClH:20].[ClH:19].[N:25]1[CH:26]=[CH:27][C:22]([CH2:21][O:11][C:8]2[CH:7]=[CH:6][C:5]([NH2:4])=[CH:10][CH:9]=2)=[CH:23][CH:24]=1. (7) Given the reactants [NH2:1][C:2]1[CH:3]=[C:4]([CH:20]=[CH:21][CH:22]=1)[O:5][C:6]1[CH:7]=[CH:8][C:9]2[N:10]([CH:12]=[C:13]([C:15]([O:17][CH2:18][CH3:19])=[O:16])[N:14]=2)[N:11]=1.[F:23][C:24]([F:35])([F:34])[C:25]1[CH:26]=[C:27]([CH:31]=[CH:32][CH:33]=1)[C:28](O)=[O:29].ON1C2C=CC=CC=2N=N1.Cl.C(N=C=NCCCN(C)C)C.C(=O)([O-])O.[Na+], predict the reaction product. The product is: [F:23][C:24]([F:34])([F:35])[C:25]1[CH:26]=[C:27]([CH:31]=[CH:32][CH:33]=1)[C:28]([NH:1][C:2]1[CH:3]=[C:4]([CH:20]=[CH:21][CH:22]=1)[O:5][C:6]1[CH:7]=[CH:8][C:9]2[N:10]([CH:12]=[C:13]([C:15]([O:17][CH2:18][CH3:19])=[O:16])[N:14]=2)[N:11]=1)=[O:29]. (8) Given the reactants CC1(C)C(C)(C)OB([C:9]2[CH:17]=[C:16]([C:18]([F:21])([F:20])[F:19])[CH:15]=[C:14]3[C:10]=2[CH:11]=[N:12][NH:13]3)O1.Br[C:24]1[CH:25]=[CH:26][C:27]([S:30]([NH2:33])(=[O:32])=[O:31])=[N:28][CH:29]=1.[C:34](=[O:37])(O)[O-:35].[Na+], predict the reaction product. The product is: [C:34]([OH:35])([C:18]([F:21])([F:20])[F:19])=[O:37].[F:21][C:18]([F:19])([F:20])[C:16]1[CH:15]=[C:14]2[C:10]([CH:11]=[N:12][NH:13]2)=[C:9]([C:24]2[CH:25]=[CH:26][C:27]([S:30]([NH2:33])(=[O:32])=[O:31])=[N:28][CH:29]=2)[CH:17]=1. (9) Given the reactants C[Si]([C:5]#[C:6][C:7]1[CH:12]=[CH:11][CH:10]=[CH:9][C:8]=1[CH2:13][CH2:14][NH:15][C:16](=[O:18])[CH3:17])(C)C.[Br:19]N1C(=O)CCC1=O, predict the reaction product. The product is: [Br:19][C:5]#[C:6][C:7]1[CH:12]=[CH:11][CH:10]=[CH:9][C:8]=1[CH2:13][CH2:14][NH:15][C:16](=[O:18])[CH3:17]. (10) Given the reactants [F:1][C:2]1[C:12]2[CH2:11][CH2:10][CH2:9][C:8]([C:13]3[CH:18]=[CH:17][C:16]([F:19])=[C:15]([OH:20])[CH:14]=3)=[C:7]([CH2:21][CH2:22][CH2:23][CH2:24][CH2:25][CH2:26]O)[C:6]=2[CH:5]=[CH:4][C:3]=1[OH:28].C1(P(C2C=CC=CC=2)C2C=CC=CC=2)C=CC=CC=1.C(Br)(Br)(Br)[Br:49], predict the reaction product. The product is: [Br:49][CH2:26][CH2:25][CH2:24][CH2:23][CH2:22][CH2:21][C:7]1[C:6]2[CH:5]=[CH:4][C:3]([OH:28])=[C:2]([F:1])[C:12]=2[CH2:11][CH2:10][CH2:9][C:8]=1[C:13]1[CH:18]=[CH:17][C:16]([F:19])=[C:15]([OH:20])[CH:14]=1.